From a dataset of Full USPTO retrosynthesis dataset with 1.9M reactions from patents (1976-2016). Predict the reactants needed to synthesize the given product. Given the product [Br:22][C:10]1[C:11]([C:16]2[CH:17]=[CH:18][N:19]=[CH:20][CH:21]=2)=[CH:12][C:13]([NH2:15])=[N:14][C:9]=1[C:8]#[C:7][C:1]1[CH:2]=[CH:3][CH:4]=[CH:5][CH:6]=1, predict the reactants needed to synthesize it. The reactants are: [C:1]1([C:7]#[C:8][C:9]2[N:14]=[C:13]([NH2:15])[CH:12]=[C:11]([C:16]3[CH:21]=[CH:20][N:19]=[CH:18][CH:17]=3)[CH:10]=2)[CH:6]=[CH:5][CH:4]=[CH:3][CH:2]=1.[Br:22]N1C(=O)CCC1=O.